From a dataset of Catalyst prediction with 721,799 reactions and 888 catalyst types from USPTO. Predict which catalyst facilitates the given reaction. (1) Reactant: CCN(C(C)C)C(C)C.Cl.[C:11]([C:13]1[CH:14]=[CH:15][C:16]2[N:20]=[C:19]([NH:21][C:22](=[O:27])[C@H:23]([NH:25][CH3:26])[CH3:24])[N:18]([CH:28]3[CH2:31][CH2:30][CH2:29]3)[C:17]=2[CH:32]=1)#[N:12].FC(F)(F)S(O[CH2:39][C:40]([F:43])([F:42])[F:41])(=O)=O. Product: [C:11]([C:13]1[CH:14]=[CH:15][C:16]2[N:20]=[C:19]([NH:21][C:22](=[O:27])[C@H:23]([N:25]([CH3:26])[CH2:39][C:40]([F:43])([F:42])[F:41])[CH3:24])[N:18]([CH:28]3[CH2:29][CH2:30][CH2:31]3)[C:17]=2[CH:32]=1)#[N:12]. The catalyst class is: 9. (2) Reactant: [H-].[Na+].[C:3]([CH2:5][C:6]([O:8][CH2:9][CH3:10])=[O:7])#[N:4].Cl[CH2:12][CH2:13][O:14][CH2:15][CH2:16]Cl. Product: [C:3]([C:5]1([C:6]([O:8][CH2:9][CH3:10])=[O:7])[CH2:16][CH2:15][O:14][CH2:13][CH2:12]1)#[N:4]. The catalyst class is: 3. (3) Reactant: Cl[C:2]1[C:7]([O:8][CH2:9][CH2:10][O:11][C:12]2[CH:17]=[CH:16][CH:15]=[CH:14][CH:13]=2)=[N:6][CH:5]=[CH:4][N:3]=1.[NH:18]1[CH2:22][CH2:21][CH:20]([OH:23])[CH2:19]1.[H-].[Na+].CCOC(C)=O. Product: [NH:18]1[CH2:22][CH2:21][CH:20]([O:23][C:2]2[C:7]([O:8][CH2:9][CH2:10][O:11][C:12]3[CH:17]=[CH:16][CH:15]=[CH:14][CH:13]=3)=[N:6][CH:5]=[CH:4][N:3]=2)[CH2:19]1. The catalyst class is: 12. (4) Reactant: C1(C)C=CC=CC=1.ClC1C(=O)C(C#N)=C(C#N)C(=O)C=1Cl.[F:22][S:23]([CH:28]1[C:37]2[C:32](=[CH:33][CH:34]=[CH:35][CH:36]=2)[CH2:31][CH:30]=[CH:29]1)([F:27])([F:26])([F:25])[F:24]. Product: [F:22][S:23]([C:28]1[C:37]2[C:32](=[CH:33][CH:34]=[CH:35][CH:36]=2)[CH:31]=[CH:30][CH:29]=1)([F:27])([F:26])([F:25])[F:24]. The catalyst class is: 605. (5) Reactant: C[O:2][C:3]1[CH:20]=[CH:19][C:6]([NH:7][C:8]2[CH:18]=[CH:17][C:11]3[NH:12][C:13](=[O:16])[CH2:14][O:15][C:10]=3[CH:9]=2)=[CH:5][CH:4]=1.B(Br)(Br)Br. Product: [OH:2][C:3]1[CH:20]=[CH:19][C:6]([NH:7][C:8]2[CH:18]=[CH:17][C:11]3[NH:12][C:13](=[O:16])[CH2:14][O:15][C:10]=3[CH:9]=2)=[CH:5][CH:4]=1. The catalyst class is: 2. (6) Reactant: [Si:1]([O:8][CH2:9][C@@H:10]([NH:14][C:15](=[O:21])[O:16][C:17]([CH3:20])([CH3:19])[CH3:18])[CH2:11][CH:12]=[CH2:13])([C:4]([CH3:7])([CH3:6])[CH3:5])([CH3:3])[CH3:2].[CH3:22]I.[H-].[Na+]. Product: [Si:1]([O:8][CH2:9][C@@H:10]([N:14]([CH3:22])[C:15](=[O:21])[O:16][C:17]([CH3:20])([CH3:19])[CH3:18])[CH2:11][CH:12]=[CH2:13])([C:4]([CH3:7])([CH3:5])[CH3:6])([CH3:3])[CH3:2]. The catalyst class is: 3.